This data is from Forward reaction prediction with 1.9M reactions from USPTO patents (1976-2016). The task is: Predict the product of the given reaction. Given the reactants N(C1N=NC(C2C=CC=CC=2)=CN=1)N.[NH:15]([C:17]1[N:18]=[N:19][C:20]([C:23]2[CH:28]=[CH:27][C:26]([OH:29])=[CH:25][CH:24]=2)=[CH:21][N:22]=1)[NH2:16].N1C2C(=CC(CC(O)=O)=CC=2)C=CC=1.[CH3:44][O:45][C:46]1[CH:55]=[C:54]2[C:49]([C:50]([O:56][CH2:57][C:58](O)=[O:59])=[CH:51][CH:52]=[N:53]2)=[CH:48][CH:47]=1, predict the reaction product. The product is: [OH:29][C:26]1[CH:25]=[CH:24][C:23]([C:20]2[N:19]=[N:18][C:17]([NH:15][NH:16][C:58](=[O:59])[CH2:57][O:56][C:50]3[C:49]4[C:54](=[CH:55][C:46]([O:45][CH3:44])=[CH:47][CH:48]=4)[N:53]=[CH:52][CH:51]=3)=[N:22][CH:21]=2)=[CH:28][CH:27]=1.